Dataset: Experimentally validated miRNA-target interactions with 360,000+ pairs, plus equal number of negative samples. Task: Binary Classification. Given a miRNA mature sequence and a target amino acid sequence, predict their likelihood of interaction. (1) The miRNA is hsa-miR-6719-3p with sequence UCUGACAUCAGUGAUUCUCCUG. The protein sequence of the target gene is MEAGGFLDSLIYGACVVFTLGMFSAGLSDLRHMRMTRSVDNVQFLPFLTTEVNNLGWLSYGALKGDGILIVVNTVGAALQTLYILAYLHYCPRKRVVLLQTATLLGVLLLGYGYFWLLVPNPEARLQQLGLFCSVFTISMYLSPLADLAKVIQTKSTQCLSYPLTIATLLTSASWCLYGFRLRDPYIMVSNFPGIVTSFIRFWLFWKYPQEQDRNYWLLQT. Result: 0 (no interaction). (2) The miRNA is mmu-miR-466m-3p with sequence UACAUACACACAUACACACGCA. The protein sequence of the target gene is MAEPGEGLPEEVLALIFRHLSLRDRAAAARVCRAWAAAATCSAVWHDTKISCECELEGMLPPYLSACLDHIHNLRLEFEPSRKPSRRAAIELLMVLAGRAPGLRGLRLECRGEKPLFDAGRDVLEAVHAVCGAASQLRHLDLRRLSFTLDDALVLQAARSCPELHSLFLDNSTLVGSVGPGSVLELLEACPRLRALGLHLASLSHAILEALAAPDRAPFALLALRCACPEDARASPLPNEAWVALRRRHPGLAVELELEPALPAESVTRVLQPAVPVAALRLNLSGDTVGPVRFAAHHYA.... Result: 0 (no interaction). (3) The miRNA is mmu-miR-1898 with sequence AGGUCAAGGUUCACAGGGGAUC. The protein sequence of the target gene is MAEVPEDYDSGPDEDGELEPERPELPGLHKLYENAEPDTMAKADSKLPAEIYQEPQPETEEEDFKEGEPDSAKNVQLKPGGTSQEGIAKESKRDVPSETEPGIHQEVKSETSREMGEFFKDLEAPMDETHKESDLEPPEEAKPNVTEDVFLESAMETDPDPVPPTETMSEVSGATVRERNLELLEEETEPGVPEESLRVQHEETGLEPPEQTKQDFPSEKLGESLEETDLQPPKMTKPETPEETQRESTEKKRTEPPEQARLEFLEKEPRKSSEEAGLEPPEETQPEVPEEMQRKATEEK.... Result: 0 (no interaction). (4) The miRNA is hsa-miR-3157-3p with sequence CUGCCCUAGUCUAGCUGAAGCU. The protein sequence of the target gene is MAEAGDAALSVAEWLRALHLEQYTGLFEQHGLVWATECQGLSDTRLMDMGMLLPGHRRRILAGLLRAHTSPAPAPRPTPRPVPMKRHIFRSPPVPATPPEPLPTTTEDEGLPAAPPIPPRRSCLPPTCFTTPSTAAPDPVLPPLPAKRHLAELSVPPVPPRTGPPRLLVSLPTKEEESLLPSLSSPPQPQSEEPLSTLPQGPPQPPSPPPCPPEIPPKPVRLFPEFDDSDYDEVPEEGPGAPARVMTKKEEPPPSRVPRAVRVASLLSEGEELSGDDQGDEEEDDHAYEGVPNGGWHTSS.... Result: 1 (interaction).